This data is from CYP2C9 inhibition data for predicting drug metabolism from PubChem BioAssay. The task is: Regression/Classification. Given a drug SMILES string, predict its absorption, distribution, metabolism, or excretion properties. Task type varies by dataset: regression for continuous measurements (e.g., permeability, clearance, half-life) or binary classification for categorical outcomes (e.g., BBB penetration, CYP inhibition). Dataset: cyp2c9_veith. (1) The compound is CCOCC(=O)Nc1cc(C(F)(F)F)ccc1Oc1cccc(Br)c1. The result is 1 (inhibitor). (2) The drug is C[C@@]1(C(NC(=O)Cc2ccc(C(F)(F)F)cc2)c2ccc(-c3ccccc3)cc2)C[C@H]1C1CCCCC1. The result is 0 (non-inhibitor). (3) The molecule is COc1ccccc1CNc1ccnc(-c2ccccc2OC)n1. The result is 0 (non-inhibitor). (4) The compound is O=C(NCc1ccccc1)C12CN(Cc3ccccc3)CC1C(c1cccc([N+](=O)[O-])c1)=NO2. The result is 1 (inhibitor).